This data is from Forward reaction prediction with 1.9M reactions from USPTO patents (1976-2016). The task is: Predict the product of the given reaction. (1) Given the reactants FC(F)(F)S(O[C:7]1[CH2:8][O:9][CH2:10][CH2:11][CH:12]=1)(=O)=O.[CH3:15][C:16]1([CH3:32])[C:20]([CH3:22])([CH3:21])[O:19][B:18]([B:18]2[O:19][C:20]([CH3:22])([CH3:21])[C:16]([CH3:32])([CH3:15])[O:17]2)[O:17]1.ClCCl.C([O-])(=O)C.[K+], predict the reaction product. The product is: [O:9]1[CH2:10][CH2:11][CH:12]=[C:7]([B:18]2[O:19][C:20]([CH3:22])([CH3:21])[C:16]([CH3:32])([CH3:15])[O:17]2)[CH2:8]1. (2) Given the reactants [CH2:1]([N:8]1[C:14]2[CH:15]=[CH:16][CH:17]=[CH:18][C:13]=2[S:12][CH2:11][C@H:10]([NH:19][C:20](=[O:39])[C@@H:21]([C@H:24]2[C@@H:29]([OH:30])[C@@H:28](/[CH:31]=[CH:32]/[C:33]([CH3:36])([CH3:35])[CH3:34])[O:27]C(C)(C)[O:25]2)[O:22][CH3:23])[C:9]1=[O:40])[C:2]1[CH:7]=[CH:6][CH:5]=[CH:4][CH:3]=1.[OH-].[Na+], predict the reaction product. The product is: [CH2:1]([N:8]1[C:14]2[CH:15]=[CH:16][CH:17]=[CH:18][C:13]=2[S:12][CH2:11][C@H:10]([NH:19][C:20](=[O:39])[C@H:21]([O:22][CH3:23])[C@H:24]([OH:25])[C@@H:29]([OH:30])[C@H:28]([OH:27])/[CH:31]=[CH:32]/[C:33]([CH3:35])([CH3:36])[CH3:34])[C:9]1=[O:40])[C:2]1[CH:7]=[CH:6][CH:5]=[CH:4][CH:3]=1. (3) Given the reactants [C:1]([C:3]1[CH:4]=[C:5]2[C:10](=[CH:11][CH:12]=1)[CH:9]([NH:13][C:14](=[O:37])[CH2:15][CH:16]([NH:23][S:24]([C:27]1[CH:36]=[CH:35][C:34]3[C:29](=[CH:30][CH:31]=[CH:32][CH:33]=3)[CH:28]=1)(=[O:26])=[O:25])[C:17]1[CH:22]=[CH:21][CH:20]=[CH:19][CH:18]=1)[CH2:8][CH2:7][CH2:6]2)#[N:2].Cl, predict the reaction product. The product is: [NH2:2][CH2:1][C:3]1[CH:4]=[C:5]2[C:10](=[CH:11][CH:12]=1)[CH:9]([NH:13][C:14](=[O:37])[CH2:15][CH:16]([NH:23][S:24]([C:27]1[CH:36]=[CH:35][C:34]3[C:29](=[CH:30][CH:31]=[CH:32][CH:33]=3)[CH:28]=1)(=[O:26])=[O:25])[C:17]1[CH:18]=[CH:19][CH:20]=[CH:21][CH:22]=1)[CH2:8][CH2:7][CH2:6]2. (4) Given the reactants [OH:1][CH2:2][C:3]([C:6]1[CH:21]=[CH:20][C:9]([C:10]([O:12]CC2C=CC=CC=2)=[O:11])=[CH:8][C:7]=1[O:22][CH3:23])([CH3:5])[CH3:4].[OH-].[Na+], predict the reaction product. The product is: [OH:1][CH2:2][C:3]([C:6]1[CH:21]=[CH:20][C:9]([C:10]([OH:12])=[O:11])=[CH:8][C:7]=1[O:22][CH3:23])([CH3:4])[CH3:5].